Dataset: Forward reaction prediction with 1.9M reactions from USPTO patents (1976-2016). Task: Predict the product of the given reaction. (1) Given the reactants [F:1][C:2]1[CH:7]=[CH:6][C:5]([C:8]2[CH:12]=[C:11]([CH:13]3[CH2:18][CH2:17][CH2:16][N:15](C(OC(C)(C)C)=O)[CH2:14]3)[N:10]([C:26]3[N:31]=[CH:30][CH:29]=[CH:28][N:27]=3)[N:9]=2)=[CH:4][CH:3]=1.Cl, predict the reaction product. The product is: [F:1][C:2]1[CH:3]=[CH:4][C:5]([C:8]2[CH:12]=[C:11]([CH:13]3[CH2:18][CH2:17][CH2:16][NH:15][CH2:14]3)[N:10]([C:26]3[N:27]=[CH:28][CH:29]=[CH:30][N:31]=3)[N:9]=2)=[CH:6][CH:7]=1. (2) Given the reactants [N:1]1[CH:6]=[CH:5][CH:4]=[N:3][C:2]=1[C:7]([O:9]CC)=O.O.[NH2:13][NH2:14], predict the reaction product. The product is: [N:3]1[CH:4]=[CH:5][CH:6]=[N:1][C:2]=1[C:7]([NH:13][NH2:14])=[O:9]. (3) Given the reactants [CH3:1][O:2][C:3]1[CH:35]=[CH:34][C:6]([CH2:7][O:8][C:9]2[CH:14]=[C:13]([N:15]3[CH2:20][CH2:19][O:18][CH2:17][CH2:16]3)[CH:12]=[C:11]([Sn](CCCC)(CCCC)CCCC)[N:10]=2)=[CH:5][CH:4]=1.[Cl-].[Li+].Cl[C:39]1[C:44]2[O:45][C:46]3[C:51]([C:52](=[O:53])[C:43]=2[CH:42]=[CH:41][N:40]=1)=[CH:50][C:49]([NH:54][C:55](=[O:61])[O:56][C:57]([CH3:60])([CH3:59])[CH3:58])=[CH:48][CH:47]=3, predict the reaction product. The product is: [CH3:1][O:2][C:3]1[CH:4]=[CH:5][C:6]([CH2:7][O:8][C:9]2[N:10]=[C:11]([C:39]3[C:44]4[O:45][C:46]5[C:51]([C:52](=[O:53])[C:43]=4[CH:42]=[CH:41][N:40]=3)=[CH:50][C:49]([NH:54][C:55](=[O:61])[O:56][C:57]([CH3:59])([CH3:58])[CH3:60])=[CH:48][CH:47]=5)[CH:12]=[C:13]([N:15]3[CH2:16][CH2:17][O:18][CH2:19][CH2:20]3)[CH:14]=2)=[CH:34][CH:35]=1. (4) Given the reactants [Cl:1][C:2]1[C:3]([N:13]2[CH2:18][CH2:17][NH:16][CH2:15][CH2:14]2)=[N:4][CH:5]=[C:6]([CH:12]=1)[C:7]([O:9][CH2:10][CH3:11])=[O:8].[Cl:19][C:20]1[CH:25]=[C:24]([N:26]=[C:27]=[O:28])[CH:23]=[C:22]([Cl:29])[CH:21]=1, predict the reaction product. The product is: [Cl:1][C:2]1[C:3]([N:13]2[CH2:18][CH2:17][N:16]([C:27]([NH:26][C:24]3[CH:23]=[C:22]([Cl:29])[CH:21]=[C:20]([Cl:19])[CH:25]=3)=[O:28])[CH2:15][CH2:14]2)=[N:4][CH:5]=[C:6]([CH:12]=1)[C:7]([O:9][CH2:10][CH3:11])=[O:8]. (5) Given the reactants [Na].[C:2]([O:9][CH2:10][CH3:11])(=[O:8])[C:3]([O:5]CC)=O.[C:12]([C:15]1[C:23]2[C:18](=[CH:19][CH:20]=[C:21]([Cl:24])[CH:22]=2)[NH:17][CH:16]=1)(=[O:14])[CH3:13], predict the reaction product. The product is: [CH2:10]([O:9][C:2](=[O:8])[C:3]([OH:5])=[CH:13][C:12]([C:15]1[C:23]2[C:18](=[CH:19][CH:20]=[C:21]([Cl:24])[CH:22]=2)[NH:17][CH:16]=1)=[O:14])[CH3:11]. (6) Given the reactants [Br:1][C:2]1[CH:3]=[C:4]2[C:9](=[CH:10][CH:11]=1)[NH:8][C:7](=O)[CH:6]=[N:5]2.CN(C=O)C.O=P(Cl)(Cl)[Cl:20], predict the reaction product. The product is: [Br:1][C:2]1[CH:3]=[C:4]2[C:9](=[CH:10][CH:11]=1)[N:8]=[C:7]([Cl:20])[CH:6]=[N:5]2. (7) Given the reactants C(OC([N:8]1[CH2:13][CH2:12][CH:11]([N:14]2[C:22]3[C:17](=[CH:18][C:19]([O:23][CH:24]([F:26])[F:25])=[CH:20][CH:21]=3)[C:16]([C:27]3[N:28]=[C:29]4[C:35]([C:36](=[O:42])[NH:37][C:38]([CH3:41])([CH3:40])[CH3:39])=[CH:34][N:33](COCC[Si](C)(C)C)[C:30]4=[N:31][CH:32]=3)=[N:15]2)[CH2:10][CH2:9]1)=O)(C)(C)C.FC(F)(F)C(O)=O.C(N)CN.O, predict the reaction product. The product is: [C:38]([NH:37][C:36]([C:35]1[C:29]2[C:30](=[N:31][CH:32]=[C:27]([C:16]3[C:17]4[C:22](=[CH:21][CH:20]=[C:19]([O:23][CH:24]([F:26])[F:25])[CH:18]=4)[N:14]([CH:11]4[CH2:12][CH2:13][NH:8][CH2:9][CH2:10]4)[N:15]=3)[N:28]=2)[NH:33][CH:34]=1)=[O:42])([CH3:41])([CH3:39])[CH3:40]. (8) Given the reactants [CH3:1][N:2]1[C:7](=[O:8])[C:6]2[CH:9]=[N:10][C:11]3[N:15]([CH2:16][O:17][CH2:18][CH2:19][Si:20]([CH3:23])([CH3:22])[CH3:21])[CH:14]=[CH:13][C:12]=3[C:5]=2[N:4]([C@H:24]2[CH2:29][CH2:28][C@H:27]([CH:30]=O)[CH2:26][CH2:25]2)[CH2:3]1.[F:32][C:33]([F:37])([F:36])[CH2:34][NH2:35].C(O[BH-](OC(=O)C)OC(=O)C)(=O)C.[Na+].[OH-].[Na+], predict the reaction product. The product is: [CH3:1][N:2]1[C:7](=[O:8])[C:6]2[CH:9]=[N:10][C:11]3[N:15]([CH2:16][O:17][CH2:18][CH2:19][Si:20]([CH3:22])([CH3:21])[CH3:23])[CH:14]=[CH:13][C:12]=3[C:5]=2[N:4]([C@H:24]2[CH2:25][CH2:26][C@H:27]([CH2:30][NH:35][CH2:34][C:33]([F:37])([F:36])[F:32])[CH2:28][CH2:29]2)[CH2:3]1. (9) Given the reactants [Cl:1][C:2]1[C:10]2[C:5](=[CH:6][CH:7]=[C:8]([C:11]3[N:15]=[C:14]([C:16]4[CH:21]=[CH:20][C:19]([OH:22])=[C:18]([Cl:23])[CH:17]=4)[O:13][N:12]=3)[CH:9]=2)[N:4]([CH2:24][CH2:25][C:26]([O:28][CH2:29][CH3:30])=[O:27])[CH:3]=1.C([O-])([O-])=O.[K+].[K+].[CH2:37](I)[CH3:38].CCOC(C)=O, predict the reaction product. The product is: [Cl:1][C:2]1[C:10]2[C:5](=[CH:6][CH:7]=[C:8]([C:11]3[N:15]=[C:14]([C:16]4[CH:21]=[CH:20][C:19]([O:22][CH2:37][CH3:38])=[C:18]([Cl:23])[CH:17]=4)[O:13][N:12]=3)[CH:9]=2)[N:4]([CH2:24][CH2:25][C:26]([O:28][CH2:29][CH3:30])=[O:27])[CH:3]=1.